Dataset: Full USPTO retrosynthesis dataset with 1.9M reactions from patents (1976-2016). Task: Predict the reactants needed to synthesize the given product. (1) Given the product [CH2:35]([N:1]([C:18]([O:20][CH2:21][CH:22]1[C:23]2[CH:24]=[CH:25][CH:26]=[CH:27][C:28]=2[C:29]2[C:34]1=[CH:33][CH:32]=[CH:31][CH:30]=2)=[O:19])[C@H:2]([C:15]([OH:17])=[O:16])[CH2:3][CH2:4][CH2:5][CH2:6][NH:7][C:8]([O:10][C:11]([CH3:13])([CH3:12])[CH3:14])=[O:9])[C:36]1[CH:41]=[CH:40][CH:39]=[CH:38][CH:37]=1, predict the reactants needed to synthesize it. The reactants are: [NH:1]([C:18]([O:20][CH2:21][CH:22]1[C:34]2[C:29](=[CH:30][CH:31]=[CH:32][CH:33]=2)[C:28]2[C:23]1=[CH:24][CH:25]=[CH:26][CH:27]=2)=[O:19])[C@H:2]([C:15]([OH:17])=[O:16])[CH2:3][CH2:4][CH2:5][CH2:6][NH:7][C:8]([O:10][C:11]([CH3:14])([CH3:13])[CH3:12])=[O:9].[CH2:35](O)[C:36]1[CH:41]=[CH:40][CH:39]=[CH:38][CH:37]=1.C1CCC(N=C=NC2CCCCC2)CC1. (2) Given the product [F:11][C:12]1[CH:17]=[C:16]([C:2]#[C:1][C:3]2[C:8]([NH2:9])=[CH:7][CH:6]=[C:5]([CH3:10])[N:4]=2)[CH:15]=[N:14][CH:13]=1, predict the reactants needed to synthesize it. The reactants are: [C:1]([C:3]1[C:8]([NH2:9])=[CH:7][CH:6]=[C:5]([CH3:10])[N:4]=1)#[CH:2].[F:11][C:12]1[CH:13]=[N:14][CH:15]=[C:16](I)[CH:17]=1. (3) Given the product [F:37][C:34]([F:35])([F:36])[C:32]1[CH:38]=[C:25]([S:22][CH:6]2[CH2:7][CH2:8][CH:9]([CH2:12][NH:13][C:14](=[O:15])[O:16][C:17]([CH3:18])([CH3:19])[CH3:20])[CH2:10][CH2:11]2)[CH:26]=[CH:30][CH:31]=1, predict the reactants needed to synthesize it. The reactants are: CS(O[CH:6]1[CH2:11][CH2:10][CH:9]([CH2:12][NH:13][C:14]([O:16][C:17]([CH3:20])([CH3:19])[CH3:18])=[O:15])[CH2:8][CH2:7]1)(=O)=O.C[S:22]([C:25]1N=[C:32]([C:34]([F:37])([F:36])[F:35])[CH:31]=[CH:30][C:26]=1C(O)=O)(=O)=O.[C:38]([O-])([O-])=O.[K+].[K+]. (4) The reactants are: [CH2:1]([O:3][C:4]([N:6]1[C:15]2[C:10](=[N:11][C:12]([O:16][CH3:17])=[CH:13][CH:14]=2)[C@@H:9]([NH:18][C:19]2[N:24]=[C:23]([CH2:25][C:26]3[CH:31]=[C:30]([C:32]([F:35])([F:34])[F:33])[CH:29]=[C:28]([C:36]([F:39])([F:38])[F:37])[CH:27]=3)[C:22]([C:40]3[CH:41]=[N:42][CH:43]=[C:44]([CH:46]=[O:47])[CH:45]=3)=[CH:21][N:20]=2)[CH2:8][C@H:7]1[CH2:48][CH3:49])=[O:5])[CH3:2].[H-].C([Al+]CC(C)C)C(C)C.O1CCCC1.[Cl-].[NH4+]. Given the product [CH2:1]([O:3][C:4]([N:6]1[C:15]2[C:10](=[N:11][C:12]([O:16][CH3:17])=[CH:13][CH:14]=2)[C@@H:9]([NH:18][C:19]2[N:24]=[C:23]([CH2:25][C:26]3[CH:27]=[C:28]([C:36]([F:37])([F:38])[F:39])[CH:29]=[C:30]([C:32]([F:33])([F:35])[F:34])[CH:31]=3)[C:22]([C:40]3[CH:41]=[N:42][CH:43]=[C:44]([CH2:46][OH:47])[CH:45]=3)=[CH:21][N:20]=2)[CH2:8][C@H:7]1[CH2:48][CH3:49])=[O:5])[CH3:2], predict the reactants needed to synthesize it. (5) Given the product [CH3:1][O:2][C:3](=[O:15])[C:4]1[CH:13]=[C:12]([CH:17]=[CH:16][C:18]2[CH:23]=[CH:22][N:21]=[CH:20][CH:19]=2)[CH:11]=[C:6]([C:7]([O:9][CH3:10])=[O:8])[CH:5]=1, predict the reactants needed to synthesize it. The reactants are: [CH3:1][O:2][C:3](=[O:15])[C:4]1[CH:13]=[C:12](Br)[CH:11]=[C:6]([C:7]([O:9][CH3:10])=[O:8])[CH:5]=1.[CH:16]([C:18]1[CH:23]=[CH:22][N:21]=[CH:20][CH:19]=1)=[CH2:17].C1(C)C=CC=CC=1P(C1C=CC=CC=1C)C1C=CC=CC=1C.